From a dataset of KCNQ2 potassium channel screen with 302,405 compounds. Binary Classification. Given a drug SMILES string, predict its activity (active/inactive) in a high-throughput screening assay against a specified biological target. (1) The compound is O1C(C2(CCCC2)C(=O)C(C1=O)(C)C)c1ccccc1. The result is 0 (inactive). (2) The drug is Clc1ccc(C(=O)C2N3C(C4C2C(=O)N(C4=O)c2ccc(cc2)C(OCC)=O)CCC3)cc1. The result is 0 (inactive). (3) The molecule is FC(F)(F)c1cc([N+]([O-])=O)c(Oc2ccc(C(=O)N3CCOCC3)cc2)cc1. The result is 0 (inactive). (4) The compound is s1c(NC(=O)C2C(CC(=C(C2)C)C)C(O)=O)nc(c1C)c1ccc(F)cc1. The result is 0 (inactive). (5) The compound is O=C(Nc1n(nc(C2CC2)c1)C)CC(CC(O)=O)c1ccccc1. The result is 0 (inactive). (6) The compound is Brc1cc2c(n3c(nnc3C)CN=C2c2c(Cl)cccc2)cc1. The result is 0 (inactive).